This data is from Reaction yield outcomes from USPTO patents with 853,638 reactions. The task is: Predict the reaction yield, written as a fraction of the theoretical maximum amount of product (1.0 means a 100% yield; for example, 0.34 means a 34% yield). (1) The reactants are [O:1]=[S:2]1(=[O:35])[C:8]2[CH:9]=[C:10]([O:14][CH2:15][C:16]([O:18]CC)=[O:17])[C:11]([Br:13])=[CH:12][C:7]=2[N:6]([C:21]2[CH:26]=[CH:25][CH:24]=[CH:23][CH:22]=2)[CH2:5][C:4]([CH2:31][CH2:32][CH2:33][CH3:34])([CH2:27][CH2:28][CH2:29][CH3:30])[CH2:3]1.[OH-].[Na+].C(O)(=O)C. The catalyst is C(O)C. The product is [O:35]=[S:2]1(=[O:1])[C:8]2[CH:9]=[C:10]([O:14][CH2:15][C:16]([OH:18])=[O:17])[C:11]([Br:13])=[CH:12][C:7]=2[N:6]([C:21]2[CH:26]=[CH:25][CH:24]=[CH:23][CH:22]=2)[CH2:5][C:4]([CH2:31][CH2:32][CH2:33][CH3:34])([CH2:27][CH2:28][CH2:29][CH3:30])[CH2:3]1. The yield is 0.950. (2) The reactants are [CH3:1][N:2]([CH3:46])[C:3]1[C:12]2[C:7](=[CH:8][CH:9]=[CH:10][CH:11]=2)[C:6]([C@H:13]2[N:17]3[C:18](=[O:30])[N:19]([CH2:22][CH2:23][N:24]4[CH2:29][CH2:28][O:27][CH2:26][CH2:25]4)[C:20](=[O:21])[C:16]43[CH2:31][N:32](S(C3C=CC=CC=3[N+]([O-])=O)(=O)=O)[CH2:33][C@H:15]4[CH2:14]2)=[CH:5][CH:4]=1.[Na].C1(S)C=CC=CC=1.Cl. The catalyst is CN(C=O)C. The product is [CH3:1][N:2]([CH3:46])[C:3]1[C:12]2[C:7](=[CH:8][CH:9]=[CH:10][CH:11]=2)[C:6]([C@H:13]2[N:17]3[C:18](=[O:30])[N:19]([CH2:22][CH2:23][N:24]4[CH2:25][CH2:26][O:27][CH2:28][CH2:29]4)[C:20](=[O:21])[C:16]43[CH2:31][NH:32][CH2:33][C@H:15]4[CH2:14]2)=[CH:5][CH:4]=1. The yield is 0.600. (3) The reactants are Br.[CH2:2]([C:4]1[N:5]=[C:6]([C@@H:9]([NH2:20])[CH2:10][C:11]2[CH:16]=[CH:15][C:14]([N+:17]([O-:19])=[O:18])=[CH:13][CH:12]=2)[S:7][CH:8]=1)[CH3:3].[C:21]1([C:27]([C:32]2[CH:37]=[CH:36][CH:35]=[CH:34][CH:33]=2)(C)[C:28]([OH:30])=O)[CH:26]=[CH:25][CH:24]=[CH:23][CH:22]=1.ON1C2C=CC=C[C:42]=2N=N1.CN(C)CCCN=C=NCC.C(N(CC)CC)C. The catalyst is CN(C=O)C.O. The product is [CH2:2]([C:4]1[N:5]=[C:6]([CH:9]([NH:20][C:28](=[O:30])[C@H:27]([C:32]2[CH:33]=[CH:34][CH:35]=[CH:36][CH:37]=2)[CH2:21][C:26]2[CH:42]=[CH:22][CH:23]=[CH:24][CH:25]=2)[CH2:10][C:11]2[CH:16]=[CH:15][C:14]([N+:17]([O-:19])=[O:18])=[CH:13][CH:12]=2)[S:7][CH:8]=1)[CH3:3]. The yield is 0.700. (4) The reactants are [H-].[Na+].C(OP([CH2:11][C:12]1[CH:13]=[C:14]([CH:27]=[CH:28][CH:29]=1)[O:15][C:16]1[N:21]=[C:20]([CH3:22])[C:19]([C:23]([F:26])([F:25])[F:24])=[CH:18][CH:17]=1)(OCC)=O)C.[CH2:30]1[O:40][C:33]2([CH2:38][CH2:37][C:36](=O)[CH2:35][CH2:34]2)[O:32][CH2:31]1. The catalyst is C1COCC1. The product is [O:32]1[C:33]2([CH2:38][CH2:37][C:36](=[CH:11][C:12]3[CH:13]=[C:14]([CH:27]=[CH:28][CH:29]=3)[O:15][C:16]3[N:21]=[C:20]([CH3:22])[C:19]([C:23]([F:24])([F:25])[F:26])=[CH:18][CH:17]=3)[CH2:35][CH2:34]2)[O:40][CH2:30][CH2:31]1. The yield is 0.650. (5) The reactants are Cl[C:2]1[N:3]=[C:4]([NH:12][CH2:13][CH:14]2[CH2:17][N:16]([C:18](=[O:21])[CH:19]=[CH2:20])[CH2:15]2)[C:5]2[N:10]([CH3:11])[CH:9]=[CH:8][C:6]=2[N:7]=1.[CH3:22][N:23]1[CH:27]=[C:26]([NH2:28])[CH:25]=[N:24]1.FC(F)(F)C(O)=O. The catalyst is C(O)(C)C.[OH-].[Na+]. The product is [CH3:11][N:10]1[C:5]2[C:4]([NH:12][CH2:13][CH:14]3[CH2:17][N:16]([C:18](=[O:21])[CH:19]=[CH2:20])[CH2:15]3)=[N:3][C:2]([NH:28][C:26]3[CH:25]=[N:24][N:23]([CH3:22])[CH:27]=3)=[N:7][C:6]=2[CH:8]=[CH:9]1. The yield is 0.0500. (6) The reactants are [NH2:1][C:2]1[CH:3]=[C:4]([CH:7]=[CH:8][C:9]=1[Br:10])[C:5]#[N:6].[S:11](Cl)([CH3:14])(=[O:13])=[O:12].[H-].[Na+].[Cl-].[NH4+]. The catalyst is O.O1CCCC1.C(Cl)Cl. The product is [Br:10][C:9]1[CH:8]=[CH:7][C:4]([C:5]#[N:6])=[CH:3][C:2]=1[NH:1][S:11]([CH3:14])(=[O:13])=[O:12]. The yield is 0.900.